The task is: Predict which catalyst facilitates the given reaction.. This data is from Catalyst prediction with 721,799 reactions and 888 catalyst types from USPTO. (1) Reactant: [CH3:1][O:2][C:3]1[CH:11]=[C:10]([CH3:12])[CH:9]=[CH:8][C:4]=1[C:5](O)=[O:6].Cl.C([N:16]=C=NCCCN(C)C)C.ON1C2C=CC=CC=2N=N1.N.CO. Product: [CH3:1][O:2][C:3]1[CH:11]=[C:10]([CH3:12])[CH:9]=[CH:8][C:4]=1[C:5]([NH2:16])=[O:6]. The catalyst class is: 4. (2) The catalyst class is: 3. Product: [Cl:3][C:4]1[CH:12]=[C:11]([Cl:13])[CH:10]=[C:9]2[C:5]=1[CH:6]=[C:7]([C:14]([O:16][CH2:17][CH3:18])=[O:15])[N:8]2[CH3:20]. Reactant: [H-].[Na+].[Cl:3][C:4]1[CH:12]=[C:11]([Cl:13])[CH:10]=[C:9]2[C:5]=1[CH:6]=[C:7]([C:14]([O:16][CH2:17][CH3:18])=[O:15])[NH:8]2.I[CH3:20].